Dataset: Human Reference Interactome with 51,813 positive PPI pairs across 8,248 proteins, plus equal number of experimentally-validated negative pairs. Task: Binary Classification. Given two protein amino acid sequences, predict whether they physically interact or not. (1) Protein 1 (ENSG00000124160) has sequence MNTAPSRPSPTRRDPYGFGDSRDSRRDRSPIRGSPRREPRDGRNGRDARDSRDIRDPRDLRDHRHSRDLRDHRDSRSVRDVRDVRDLRDFRDLRDSRDFRDQRDPMYDRYRDMRDSRDPMYRREGSYDRYLRMDDYCRRKDDSYFDRYRDSFDGRGPPGPESQSRAKERLKREERRREELYRQYFEEIQRRFDAERPVDCSVIVVNKQTKDYAESVGRKVRDLGMVVDLIFLNTEVSLSQALEDVSRGGSPFAIVITQQHQIHRSCTVNIMFGTPQEHRNMPQADAMVLVARNYERYKNE.... Protein 2 (ENSG00000162664) has sequence MDFEDDYTHSACRNTYQGFNGMDRDYGPGSYGGMDRDYGHGSYGGQRSMDSYLNQSYGMDNHSGGGGGSR*MDFEDDYTHSACRNTYQGFNGMDRDYGPGSYGGMDRDYGHGSYGGQRSMDSYLNQSYGMDNHSGGGGGSRFGPYESYDSRSSLGGRDLYRSGYGFNEPEQSRFGGSYGGRFESSYRNSLDSFGGRNQGGSSWEAPYSRSKLRPGFMEDRGRENYSSYSSFSSPHMKPAPVGSRGRGTPAYPESTFGSRNYDAFGGPSTGRGRGRGHMGDFGSIHRPGIVVDYQNKSTNV.... Result: 1 (the proteins interact). (2) Protein 1 (ENSG00000174886) has sequence MAPKVFRQYWDIPDGTDCHRKAYSTTSIASVAGLTAAAYRVTLNPPGTFLEGVAKVGQYTFTAAAVGAVFGLTTCISAHVREKPDDPLNYFLGGCAGGLTLGARTHNYGIGAAACVYFGIAASLVKMGRLEGWEVFAKPKV*MAPKVFRQYWDIPDGTDCHRKAYSTTSIASVAGLTAAAYRVTLNPPGTFLEGVAKVGQYTFTAAAVGAVFGLTTCISAHVREKPDDPLNYFLGGCAGGLTLGARKTGSHCVVQAGLKLLASSSPHTSASQSAGIIGMSHCVQRFWVPSSSACLEVLSG.... Protein 2 (ENSG00000100814) has sequence MSLCEDMLLCNYRKCRIKLSGYAWVTACSHIFCDQHGSGEFSRSPAICPACNSTLSGKLDIVRTELSPSEEYKAMVLAGLRPEIVLDISSRALAFWTYQVHQERLYQEYNFSKAEGHLKQMEKIYTQQIQSKDVELTSMKGEVTSMKKVLEEYKKKFSDISEKLMERNRQYQKLQGLYDSLRLRNITIANHEGTLEPSMIAQSGVLGFPLGNNSKFPLDNTPVRNRGDGDGDFQFRPFFAGSPTAPEPSNSFFSFVSPSRELEQQQVSSRAFKVKRI*XTLAPERWPSGHIRLVSNSWVQ.... Result: 0 (the proteins do not interact). (3) Protein 1 (ENSG00000175309) has sequence MAADQRPKADTLALRQRLISHLFSGSGRLTRTHAEMSKEATEAENAFRNNPKFQRLVTPSASCFATTCGVERQVGHCHPLVVQAAHEQNQVLNTNSRYLHDNIVDYAQRLSETLPEQLCVFYFLNSGSEANDLALRLARHYTGHQDVVVLDHAYHGHLSSLIDISPYKFRNLDGQKEWVHVAPLPDTYRGPYREDHPNPAMAYANEVKRVVSSAQEKGRMAADQRPKADTLALRQRLISSSCRLFFPEDPVKIVRAQGQYMYDEQGAEYIDCISNVAHVGHCHPLVVQAAHEQNQVLNTN.... Protein 2 (ENSG00000118137) has sequence MKAAVLTLAVLFLTGSQARHFWQQDEPPQSPWDRVKDLATVYVDVLKDSGRDYVSQFEGSALGKQLNLKLLDNWDSVTSTFSKLREQLGPVTQEFWDNLEKETEGLRQEMSKDLEEVKAKVQPYLDDFQKKWQEEMELYRQKVEPLRAELQEGARQKLHELQEKLSPLGEEMRDRARAHVDALRTHLAPYSDELRQRLAARLEALKENGGARLAEYHAKATEHLSTLSEKAKPALEDLRQGLLPVLESFKVSFLSALEEYTKKLNTQ*MSGGARGFCMLKAPHSARPFFSSRSPTALQDE.... Result: 0 (the proteins do not interact). (4) Protein 1 (ENSG00000160049) has sequence MEVTGDAGVPESGEIRTLKPCLLRRNYSREQHGVAASCLEDLRSKACDILAIDKSLTPVTLVLAEDGTIVDDDDYFLCLPSNTKFVALASNEKWAYNNSDGGTAWISQESFDVDETDSGAGLKWKNVARQLKEDLSSIILLSEEDLQMLVDAPCSDLAQELRQSCATVQRLQHTLQQVLDQREEVRQSKQLLQLYLQALEKEGSLLSKQEESKAAFGEEVDAVDTGISRETSSDVALASHILTALREKQAPELSLSSQDLEVGGNQGH*MEVTGDAGVPESGEIRTLKPCLLRRNYSREQ.... Protein 2 (ENSG00000152192) has sequence MMSMNSKQPHFAMHPTLPEHKYPSLHSSSEAIRRACLPTPPLQSNLFASLDETLLARAEALAAVDIAVSQGKSHPFKPDATYHTMNSVPCTSTSTVPLAHHHHHHHHHQALEPGDLLDHISSPSLALMAGAGGAGAAAGGGGAHDGPGGGGGPGGGGGPGGGPGGGGGGGPGGGGGGPGGGLLGGSAHPHPHMHSLGHLSHPAAAAAMNMPSGLPHPGLVAAAAHHGAAAAAAAAAAGQVAAASAAAAVVGAAGLASICDSDTDPRELEAFAERFKQRRIKLGVTQADVGSALANLKIPG.... Result: 0 (the proteins do not interact).